From a dataset of Forward reaction prediction with 1.9M reactions from USPTO patents (1976-2016). Predict the product of the given reaction. (1) Given the reactants [Br:1][C:2]1[CH:14]=[CH:13][C:5]([CH2:6][NH:7][CH2:8][C:9]([O:11]C)=O)=[C:4]([Cl:15])[CH:3]=1.[CH2:16]([N:18]=[C:19]=[O:20])[CH3:17], predict the reaction product. The product is: [Br:1][C:2]1[CH:14]=[CH:13][C:5]([CH2:6][N:7]2[CH2:8][C:9](=[O:11])[N:18]([CH2:16][CH3:17])[C:19]2=[O:20])=[C:4]([Cl:15])[CH:3]=1. (2) The product is: [C:15]([O:14][C:12]([N:8]1[C:9]2[C:5](=[CH:4][C:3]([CH:1]=[CH2:2])=[CH:11][CH:10]=2)[CH:6]=[CH:7]1)=[O:13])([CH3:18])([CH3:17])[CH3:16]. Given the reactants [CH:1]([C:3]1[CH:4]=[C:5]2[C:9](=[CH:10][CH:11]=1)[NH:8][CH:7]=[CH:6]2)=[CH2:2].[C:12](O[C:12]([O:14][C:15]([CH3:18])([CH3:17])[CH3:16])=[O:13])([O:14][C:15]([CH3:18])([CH3:17])[CH3:16])=[O:13], predict the reaction product. (3) Given the reactants C(N(CC)CC)C.[Cl:8][C:9]1[CH:14]=[C:13]([Cl:15])[CH:12]=[CH:11][C:10]=1[S:16](Cl)(=[O:18])=[O:17].[CH3:20][CH:21]([CH3:45])[CH2:22][C@H:23]([NH:37][C:38](=[O:44])[O:39][C:40]([CH3:43])([CH3:42])[CH3:41])[CH2:24][N:25]1[CH2:30][CH2:29][N:28]([C:31](=[O:36])[C@H:32]([CH2:34][OH:35])[NH2:33])[CH2:27][CH2:26]1, predict the reaction product. The product is: [Cl:8][C:9]1[CH:14]=[C:13]([Cl:15])[CH:12]=[CH:11][C:10]=1[S:16]([NH:33][C@H:32]([C:31]([N:28]1[CH2:29][CH2:30][N:25]([CH2:24][C@@H:23]([NH:37][C:38](=[O:44])[O:39][C:40]([CH3:41])([CH3:43])[CH3:42])[CH2:22][CH:21]([CH3:45])[CH3:20])[CH2:26][CH2:27]1)=[O:36])[CH2:34][OH:35])(=[O:18])=[O:17]. (4) Given the reactants Br[C:2]1[C:3]([C@@H:9]([NH:19][C:20](=[O:26])[O:21][C:22]([CH3:25])([CH3:24])[CH3:23])[CH2:10][C:11]2[CH:16]=[C:15]([F:17])[CH:14]=[C:13]([F:18])[CH:12]=2)=[N:4][C:5]([Br:8])=[CH:6][CH:7]=1.[Li+].C[Si]([N-][Si](C)(C)C)(C)C.[B:37](OC(C)C)([O:42]C(C)C)[O:38]C(C)C.C([Li])CCC, predict the reaction product. The product is: [Br:8][C:5]1[N:4]=[C:3]([C@@H:9]([NH:19][C:20]([O:21][C:22]([CH3:25])([CH3:24])[CH3:23])=[O:26])[CH2:10][C:11]2[CH:16]=[C:15]([F:17])[CH:14]=[C:13]([F:18])[CH:12]=2)[C:2]([B:37]([OH:42])[OH:38])=[CH:7][CH:6]=1. (5) Given the reactants I[Si](C)(C)C.[F:6][C:7]1[CH:12]=[CH:11][C:10]([C@@H:13]2[N:18]3[C:19](=[O:24])[CH2:20][CH2:21][CH2:22][CH2:23][C@@H:17]3[CH2:16][CH2:15][CH2:14]2)=[CH:9][CH:8]=1.CN(C)CCN(C)C.[I:33]I.S([O-])([O-])(=O)=S.[Na+].[Na+], predict the reaction product. The product is: [F:6][C:7]1[CH:8]=[CH:9][C:10]([C@@H:13]2[N:18]3[C:19](=[O:24])[CH:20]([I:33])[CH2:21][CH2:22][CH2:23][C@@H:17]3[CH2:16][CH2:15][CH2:14]2)=[CH:11][CH:12]=1. (6) Given the reactants [OH:1][CH2:2][C:3]1[C:8]([OH:9])=[CH:7][CH:6]=[C:5]([CH3:10])[N:4]=1.[CH3:11]OS(OC)(=O)=O.C([O-])([O-])=O.[Cs+].[Cs+], predict the reaction product. The product is: [CH3:11][O:9][C:8]1[C:3]([CH2:2][OH:1])=[N:4][C:5]([CH3:10])=[CH:6][CH:7]=1. (7) Given the reactants O.[OH-].[Li+].[F:4][CH:5]([F:20])[C:6]1[CH:7]=[C:8]([CH:13]=[C:14]([CH2:16][N:17]([CH3:19])[CH3:18])[CH:15]=1)[C:9]([O:11]C)=[O:10].Cl, predict the reaction product. The product is: [F:4][CH:5]([F:20])[C:6]1[CH:7]=[C:8]([CH:13]=[C:14]([CH2:16][N:17]([CH3:18])[CH3:19])[CH:15]=1)[C:9]([OH:11])=[O:10]. (8) Given the reactants [CH3:1][C:2]1([CH3:13])[CH2:7][O:6][P:5]([CH2:9][C:10]([OH:12])=[O:11])(=[O:8])[O:4][CH2:3]1.O.[OH-].[Al+3:16].[OH-].[OH-], predict the reaction product. The product is: [CH3:1][C:2]1([CH3:13])[CH2:7][O:6][P:5]([CH2:9][C:10]([O-:12])=[O:11])(=[O:8])[O:4][CH2:3]1.[CH3:1][C:2]1([CH3:13])[CH2:7][O:6][P:5]([CH2:9][C:10]([O-:12])=[O:11])(=[O:8])[O:4][CH2:3]1.[CH3:1][C:2]1([CH3:13])[CH2:7][O:6][P:5]([CH2:9][C:10]([O-:12])=[O:11])(=[O:8])[O:4][CH2:3]1.[Al+3:16]. (9) Given the reactants [CH3:1][C:2]1[CH:3]=[C:4]([OH:9])[CH:5]=[C:6]([OH:8])[CH:7]=1.O.CC(C)([O-])C.[K+].Br[CH2:18][CH:19]1[CH2:24][CH2:23][CH2:22][CH2:21][CH2:20]1, predict the reaction product. The product is: [CH:19]1([CH2:18][O:8][C:6]2[CH:5]=[C:4]([OH:9])[CH:3]=[C:2]([CH3:1])[CH:7]=2)[CH2:24][CH2:23][CH2:22][CH2:21][CH2:20]1. (10) Given the reactants Br[CH2:2][CH2:3][CH2:4][O:5][C:6]1[C:11]([CH3:12])=[CH:10][C:9]([C:13]2[N:22]([CH2:23][CH2:24][CH2:25]Br)[C:21](=[O:27])[C:20]3[C:15](=[CH:16][C:17]([O:30][CH3:31])=[CH:18][C:19]=3[O:28][CH3:29])[N:14]=2)=[CH:8][C:7]=1[CH3:32].[NH:33]1[CH2:37][CH2:36][CH2:35][CH2:34]1.O, predict the reaction product. The product is: [CH3:32][C:7]1[CH:8]=[C:9]([C:13]2[N:22]([CH2:23][CH2:24][CH2:25][N:33]3[CH2:37][CH2:36][CH2:35][CH2:34]3)[C:21](=[O:27])[C:20]3[C:15](=[CH:16][C:17]([O:30][CH3:31])=[CH:18][C:19]=3[O:28][CH3:29])[N:14]=2)[CH:10]=[C:11]([CH3:12])[C:6]=1[O:5][CH2:4][CH2:3][CH2:2][N:33]1[CH2:37][CH2:36][CH2:35][CH2:34]1.